From a dataset of Forward reaction prediction with 1.9M reactions from USPTO patents (1976-2016). Predict the product of the given reaction. (1) The product is: [CH:16]1([NH:8][C:6]2[N:5]3[N:19]=[CH:20][C:21]([CH:22]=[C:23]4[CH2:27][C:26](=[O:28])[NH:25][C:24]4=[O:29])=[C:4]3[N:3]=[C:2]([NH:43][CH2:42][C:38]3[CH:37]=[N:36][CH:41]=[CH:40][CH:39]=3)[CH:7]=2)[CH2:17][CH2:18]1. Given the reactants Cl[C:2]1[CH:7]=[C:6]([N:8]([CH:16]2[CH2:18][CH2:17]2)C(=O)OC(C)(C)C)[N:5]2[N:19]=[CH:20][C:21]([CH:22]=[C:23]3[CH2:27][C:26](=[O:28])[NH:25][C:24]3=[O:29])=[C:4]2[N:3]=1.C([O-])([O-])=O.[K+].[K+].[N:36]1[CH:41]=[CH:40][CH:39]=[C:38]([CH2:42][NH2:43])[CH:37]=1, predict the reaction product. (2) Given the reactants Cl.[Cl:2][C:3]1[CH:8]=[CH:7][CH:6]=[CH:5][C:4]=1[NH:9][NH2:10].[F:11][C:12]([F:24])([F:23])[C:13](=O)[CH2:14][C:15]([C:17]1[O:18][CH:19]=[CH:20][CH:21]=1)=O, predict the reaction product. The product is: [Cl:2][C:3]1[CH:8]=[CH:7][CH:6]=[CH:5][C:4]=1[N:9]1[C:15]([C:17]2[O:18][CH:19]=[CH:20][CH:21]=2)=[CH:14][C:13]([C:12]([F:24])([F:11])[F:23])=[N:10]1. (3) Given the reactants [Br:1][C:2]1[CH:17]=[CH:16][C:5]([O:6][CH2:7][CH2:8][N:9]2[CH2:14][CH2:13][N:12]([CH3:15])[CH2:11][CH2:10]2)=[CH:4][C:3]=1[F:18].C(=O)=O.CC(C)=O.[Li+].CC([N-]C(C)C)C.[Cl:34]C(Cl)(Cl)C(Cl)(Cl)Cl, predict the reaction product. The product is: [Br:1][C:2]1[CH:17]=[CH:16][C:5]([O:6][CH2:7][CH2:8][N:9]2[CH2:10][CH2:11][N:12]([CH3:15])[CH2:13][CH2:14]2)=[C:4]([Cl:34])[C:3]=1[F:18].